Dataset: Forward reaction prediction with 1.9M reactions from USPTO patents (1976-2016). Task: Predict the product of the given reaction. Given the reactants [N:1]1([C:6]([O:8][CH2:9][C:10]2[CH:15]=[CH:14][CH:13]=[CH:12][CH:11]=2)=[O:7])[CH2:5][CH:4]=[CH:3][CH2:2]1.ClC1C=C(C=CC=1)C(OO)=[O:21], predict the reaction product. The product is: [CH:3]12[O:21][CH:4]1[CH2:5][N:1]([C:6]([O:8][CH2:9][C:10]1[CH:15]=[CH:14][CH:13]=[CH:12][CH:11]=1)=[O:7])[CH2:2]2.